Dataset: Reaction yield outcomes from USPTO patents with 853,638 reactions. Task: Predict the reaction yield, written as a fraction of the theoretical maximum amount of product (1.0 means a 100% yield; for example, 0.34 means a 34% yield). (1) The yield is 0.500. The reactants are F[C:2]1[CH:7]=[C:6]([I:8])[C:5]([CH3:9])=[CH:4][N:3]=1.[CH3:10][O:11][C:12]1[CH:17]=[C:16]([O:18][CH3:19])[CH:15]=[CH:14][C:13]=1[CH2:20][NH2:21]. The product is [CH3:10][O:11][C:12]1[CH:17]=[C:16]([O:18][CH3:19])[CH:15]=[CH:14][C:13]=1[CH2:20][NH:21][C:2]1[CH:7]=[C:6]([I:8])[C:5]([CH3:9])=[CH:4][N:3]=1. The catalyst is CCOC(C)=O. (2) The reactants are C[O:2][C:3](=[O:21])[CH2:4][N:5]1[C:13]2[C:8](=[CH:9][CH:10]=[C:11]([Cl:14])[CH:12]=2)[C:7]([C:15](=[O:20])[C:16]([F:19])([F:18])[F:17])=[CH:6]1.O[Li].O.Cl. The catalyst is C1COCC1.CO.O.CCOC(C)=O. The product is [Cl:14][C:11]1[CH:12]=[C:13]2[C:8]([C:7]([C:15](=[O:20])[C:16]([F:17])([F:18])[F:19])=[CH:6][N:5]2[CH2:4][C:3]([OH:21])=[O:2])=[CH:9][CH:10]=1. The yield is 0.990. (3) The reactants are [Cl:1][C:2]1[C:3]([Cl:16])=[CH:4][C:5]2[C:6]3[CH2:15][CH2:14][NH:13][CH2:12][CH2:11][C:7]=3[NH:8][C:9]=2[CH:10]=1. The catalyst is C(O)(C(F)(F)F)=O.CO. The product is [Cl:1][C:2]1[C:3]([Cl:16])=[CH:4][C:5]2[C@@H:6]3[CH2:15][CH2:14][NH:13][CH2:12][CH2:11][C@@H:7]3[NH:8][C:9]=2[CH:10]=1. The yield is 0.360. (4) The reactants are Br[C:2]1[CH:3]=[C:4]([C:8]2[CH:9]=[N:10][C:11]3[N:12]([C:14]([C:17]4([C:20]5[CH:21]=[C:22]6[C:27](=[CH:28][CH:29]=5)[N:26]=[CH:25][CH:24]=[CH:23]6)[CH2:19][CH2:18]4)=[N:15][N:16]=3)[N:13]=2)[CH:5]=[CH:6][CH:7]=1.[NH:30]1[CH:34]=[CH:33][N:32]=[CH:31]1.[I-].[Na+].CN[C@H]1CCCC[C@@H]1NC.C(=O)([O-])[O-].[Cs+].[Cs+]. The catalyst is O1CCOCC1.[Cu]I. The product is [N:30]1([C:2]2[CH:3]=[C:4]([C:8]3[CH:9]=[N:10][C:11]4[N:12]([C:14]([C:17]5([C:20]6[CH:21]=[C:22]7[C:27](=[CH:28][CH:29]=6)[N:26]=[CH:25][CH:24]=[CH:23]7)[CH2:19][CH2:18]5)=[N:15][N:16]=4)[N:13]=3)[CH:5]=[CH:6][CH:7]=2)[CH:34]=[CH:33][N:32]=[CH:31]1. The yield is 0.400. (5) The reactants are [CH2:1]([C:5]1[N:10]2[N:11]=[CH:12][N:13]=[C:9]2[N:8]([CH:14]2[CH2:23][CH2:22][C:17]3(OCC[O:18]3)[CH2:16][CH2:15]2)[C:7](=[O:24])[C:6]=1[CH2:25][C:26]1[CH:31]=[CH:30][C:29]([C:32]2[C:33]([C:38]#[N:39])=[CH:34][CH:35]=[CH:36][CH:37]=2)=[CH:28][CH:27]=1)[CH2:2][CH2:3][CH3:4].O.C1(C)C=CC(S(O)(=O)=O)=CC=1.CO.O1CCCC1. The catalyst is C(OCC)(=O)C. The product is [CH2:1]([C:5]1[N:10]2[N:11]=[CH:12][N:13]=[C:9]2[N:8]([CH:14]2[CH2:15][CH2:16][C:17](=[O:18])[CH2:22][CH2:23]2)[C:7](=[O:24])[C:6]=1[CH2:25][C:26]1[CH:31]=[CH:30][C:29]([C:32]2[C:33]([C:38]#[N:39])=[CH:34][CH:35]=[CH:36][CH:37]=2)=[CH:28][CH:27]=1)[CH2:2][CH2:3][CH3:4]. The yield is 0.670. (6) The reactants are [ClH:1].[Br:2][C:3]1[CH:8]=[CH:7][C:6]([C@@H:9]([C@H:29]2[N:33](C(OC(C)(C)C)=O)[C:32]([CH3:42])([CH3:41])[CH2:31][CH2:30]2)[C:10]([N:12]2[CH2:17][CH2:16][N:15]([C:18]3[C:19]4[C@H:26]([CH3:27])[CH2:25][C@@H:24]([OH:28])[C:20]=4[N:21]=[CH:22][N:23]=3)[CH2:14][CH2:13]2)=[O:11])=[CH:5][C:4]=1[F:43]. The catalyst is C(Cl)Cl. The product is [ClH:1].[ClH:1].[Br:2][C:3]1[CH:8]=[CH:7][C:6]([C@@H:9]([C@@H:29]2[CH2:30][CH2:31][C:32]([CH3:42])([CH3:41])[NH:33]2)[C:10]([N:12]2[CH2:17][CH2:16][N:15]([C:18]3[C:19]4[C@H:26]([CH3:27])[CH2:25][C@@H:24]([OH:28])[C:20]=4[N:21]=[CH:22][N:23]=3)[CH2:14][CH2:13]2)=[O:11])=[CH:5][C:4]=1[F:43]. The yield is 0.319.